From a dataset of TCR-epitope binding with 47,182 pairs between 192 epitopes and 23,139 TCRs. Binary Classification. Given a T-cell receptor sequence (or CDR3 region) and an epitope sequence, predict whether binding occurs between them. (1) The epitope is LLQTGIHVRVSQPSL. The TCR CDR3 sequence is CATSDLQGTGELFF. Result: 1 (the TCR binds to the epitope). (2) The epitope is NLNESLIDL. The TCR CDR3 sequence is CSVVPSGRNTGELFF. Result: 1 (the TCR binds to the epitope). (3) The epitope is VLAWLYAAV. The TCR CDR3 sequence is CASSLGLGNEQYF. Result: 0 (the TCR does not bind to the epitope). (4) The epitope is MLNIPSINV. The TCR CDR3 sequence is CASSLAGPNEQFF. Result: 0 (the TCR does not bind to the epitope). (5) The epitope is AVFDRKSDAK. The TCR CDR3 sequence is CASNSQGDTQYF. Result: 0 (the TCR does not bind to the epitope). (6) The epitope is IPIQASLPF. The TCR CDR3 sequence is CSASPLTSYEQYF. Result: 0 (the TCR does not bind to the epitope). (7) The epitope is MMISAGFSL. The TCR CDR3 sequence is CASSQGQLGVKGYNEQFF. Result: 0 (the TCR does not bind to the epitope).